From a dataset of Forward reaction prediction with 1.9M reactions from USPTO patents (1976-2016). Predict the product of the given reaction. The product is: [Cl:1][C:2]1[N:3]=[CH:4][C:5]2[NH:19][C:14](=[O:15])[C:9]3([CH3:18])[CH2:10][O:11][CH2:12][CH2:13][N:8]3[C:6]=2[N:7]=1. Given the reactants [Cl:1][C:2]1[N:7]=[C:6]([N:8]2[CH2:13][CH2:12][O:11][CH2:10][C:9]2([CH3:18])[C:14](OC)=[O:15])[C:5]([N+:19]([O-])=O)=[CH:4][N:3]=1.[H][H], predict the reaction product.